From a dataset of Full USPTO retrosynthesis dataset with 1.9M reactions from patents (1976-2016). Predict the reactants needed to synthesize the given product. (1) Given the product [CH3:11][N:10]1[C:4]2[CH:3]=[C:2]([C:55]3[CH:56]=[N:57][NH:58][CH:59]=3)[S:6][C:5]=2[C:7](=[O:8])[NH:9][C:14]1([CH3:16])[C:13]([F:18])([F:17])[F:12], predict the reactants needed to synthesize it. The reactants are: Br[C:2]1[S:6][C:5]([C:7]([NH2:9])=[O:8])=[C:4]([NH:10][CH3:11])[CH:3]=1.[F:12][C:13]([F:18])([F:17])[C:14]([CH3:16])=O.CC1C=CC(S(O)(=O)=O)=CC=1.[O-]S([O-])(=O)=O.[Mg+2].C([O-])(O)=O.[Na+].C(=O)([O-])[O-].[Na+].[Na+].CC1(C)C(C)(C)OB([C:55]2[CH:56]=[N:57][NH:58][CH:59]=2)O1. (2) Given the product [CH3:15][C@@H:16]1[CH2:20][CH2:21][CH2:22][N:17]1[CH2:18][CH2:24][C:28]1[CH:2]=[C:1]2[C:7](=[CH:26][CH:27]=1)[N:29]=[C:12]([C:9]1[S:8][C:7]([C:1]3[CH:6]=[CH:5][CH:4]=[CH:3][CH:2]=3)=[N:11][CH:10]=1)[CH:13]=[CH:6]2, predict the reactants needed to synthesize it. The reactants are: [C:1]1([C:7]2[S:8][C:9]([C:12](=O)[CH3:13])=[CH:10][N:11]=2)[CH:6]=[CH:5][CH:4]=[CH:3][CH:2]=1.[CH3:15][C:16]1[N:17]=[C:18]([C:24]2S[CH:26]=[CH:27][CH:28]=2)S[C:20]=1[C:21](=O)[CH3:22].[NH3:29]. (3) Given the product [F:25][C:21]1[CH:20]=[C:19]([CH:24]=[CH:23][CH:22]=1)[CH2:18][O:17][C:14]1[CH:15]=[CH:16][C:11]([C:8]2[CH:7]=[C:6]([C:4]([OH:5])=[O:3])[O:10][N:9]=2)=[CH:12][CH:13]=1, predict the reactants needed to synthesize it. The reactants are: C([O:3][C:4]([C:6]1[O:10][N:9]=[C:8]([C:11]2[CH:16]=[CH:15][C:14]([O:17][CH2:18][C:19]3[CH:24]=[CH:23][CH:22]=[C:21]([F:25])[CH:20]=3)=[CH:13][CH:12]=2)[CH:7]=1)=[O:5])C.[OH-].[K+].Cl. (4) Given the product [OH:1][NH:2][C:3]([C:5]1[CH:6]=[N:7][C:8]([CH2:11][NH2:12])=[CH:9][CH:10]=1)=[NH:4], predict the reactants needed to synthesize it. The reactants are: [OH:1][NH:2][C:3]([C:5]1[CH:6]=[N:7][C:8]([CH2:11][N:12]=[N+]=[N-])=[CH:9][CH:10]=1)=[NH:4].C1COCC1.O.C1(P(C2C=CC=CC=2)C2C=CC=CC=2)C=CC=CC=1.